From a dataset of Forward reaction prediction with 1.9M reactions from USPTO patents (1976-2016). Predict the product of the given reaction. (1) Given the reactants [C:1]1(C)[CH:6]=CC=C[CH:2]=1.[CH2:8]([NH2:15])[C:9]1[CH:14]=[CH:13][CH:12]=[CH:11][CH:10]=1, predict the reaction product. The product is: [C:9]1([CH2:8][N:15]=[C:1]([CH3:6])[CH3:2])[CH:14]=[CH:13][CH:12]=[CH:11][CH:10]=1. (2) Given the reactants [N+:1]([C:4]1[CH:9]=[CH:8][C:7]([CH:10]=[C:11]([C:18]2[CH:23]=[CH:22][C:21]([C:24]3[NH:28][C:27]([C@@H:29]4[CH2:33][CH2:32][CH2:31][N:30]4[C:34]([O:36][C:37]([CH3:40])([CH3:39])[CH3:38])=[O:35])=[N:26][CH:25]=3)=[CH:20][CH:19]=2)[C:12]2[CH:17]=[CH:16][CH:15]=[CH:14][CH:13]=2)=[CH:6][CH:5]=1)([O-])=O, predict the reaction product. The product is: [NH2:1][C:4]1[CH:5]=[CH:6][C:7]([CH2:10][CH:11]([C:18]2[CH:23]=[CH:22][C:21]([C:24]3[NH:28][C:27]([C@@H:29]4[CH2:33][CH2:32][CH2:31][N:30]4[C:34]([O:36][C:37]([CH3:40])([CH3:39])[CH3:38])=[O:35])=[N:26][CH:25]=3)=[CH:20][CH:19]=2)[C:12]2[CH:13]=[CH:14][CH:15]=[CH:16][CH:17]=2)=[CH:8][CH:9]=1. (3) Given the reactants Cl.[NH2:2][C:3]1[C:4]2[C:14]([O:15][CH2:16][C@H:17]3[CH2:22][CH2:21][CH2:20][CH2:19][NH2+:18]3)=[CH:13][CH:12]=[CH:11][C:5]=2[NH:6][S:7](=[O:10])(=[O:9])[N:8]=1.[N:23]1[CH:28]=[CH:27][C:26]([C:29](O)=[O:30])=[CH:25][N:24]=1, predict the reaction product. The product is: [NH2:2][C:3]1[C:4]2[C:14]([O:15][CH2:16][C@H:17]3[CH2:22][CH2:21][CH2:20][CH2:19][N:18]3[C:29]([C:26]3[CH:27]=[CH:28][N:23]=[N:24][CH:25]=3)=[O:30])=[CH:13][CH:12]=[CH:11][C:5]=2[NH:6][S:7](=[O:9])(=[O:10])[N:8]=1. (4) Given the reactants [F:1][C:2]([F:8])([F:7])[CH2:3][C@H:4]1[CH2:6][O:5]1.[N-:9]=[N+:10]=[N-:11].[Na+].[NH4+].[Cl-], predict the reaction product. The product is: [N:9]([CH2:6][C@@H:4]([OH:5])[CH2:3][C:2]([F:8])([F:7])[F:1])=[N+:10]=[N-:11]. (5) The product is: [ClH:39].[OH:42][NH:41][C:13]([C:10]1([S:16]([N:19]2[CH2:20][CH2:21][CH:22]([O:25][C:26]3[CH:31]=[CH:30][C:29]([O:32][C:33]([F:35])([F:36])[F:34])=[CH:28][CH:27]=3)[CH2:23][CH2:24]2)(=[O:18])=[O:17])[CH2:11][CH2:12][N:7]([CH2:6][CH2:5][O:4][CH3:3])[CH2:8][CH2:9]1)=[O:15]. Given the reactants N#N.[CH3:3][O:4][CH2:5][CH2:6][N:7]1[CH2:12][CH2:11][C:10]([S:16]([N:19]2[CH2:24][CH2:23][CH:22]([O:25][C:26]3[CH:31]=[CH:30][C:29]([O:32][C:33]([F:36])([F:35])[F:34])=[CH:28][CH:27]=3)[CH2:21][CH2:20]2)(=[O:18])=[O:17])([C:13]([OH:15])=O)[CH2:9][CH2:8]1.C(Cl)C[Cl:39].[NH2:41][O:42]C1CCCCO1, predict the reaction product. (6) Given the reactants [NH2:1][C:2]1[CH:7]=[CH:6][C:5]([C:8]([N:10]2[CH2:15][CH2:14][CH:13]([NH:16][C:17]3[N:22]=[C:21]([C:23]4[C:31]5[C:26](=[CH:27][CH:28]=[CH:29][CH:30]=5)[N:25](S(C5C=CC=CC=5)(=O)=O)[CH:24]=4)[C:20]([Cl:41])=[CH:19][N:18]=3)[CH2:12][CH2:11]2)=[O:9])=[C:4]([CH3:42])[CH:3]=1.[OH-].[Na+], predict the reaction product. The product is: [NH2:1][C:2]1[CH:7]=[CH:6][C:5]([C:8]([N:10]2[CH2:15][CH2:14][CH:13]([NH:16][C:17]3[N:22]=[C:21]([C:23]4[C:31]5[C:26](=[CH:27][CH:28]=[CH:29][CH:30]=5)[NH:25][CH:24]=4)[C:20]([Cl:41])=[CH:19][N:18]=3)[CH2:12][CH2:11]2)=[O:9])=[C:4]([CH3:42])[CH:3]=1. (7) Given the reactants Br[C:2]1[N:3]=[C:4]([C:11]([O:13][CH2:14][CH3:15])=[O:12])[N:5]2[CH:10]=[CH:9][CH:8]=[CH:7][C:6]=12.[F:16][C:17]1[CH:22]=[CH:21][C:20](B(O)O)=[CH:19][CH:18]=1.[O-]P([O-])([O-])=O.[K+].[K+].[K+], predict the reaction product. The product is: [F:16][C:17]1[CH:22]=[CH:21][C:20]([C:2]2[N:3]=[C:4]([C:11]([O:13][CH2:14][CH3:15])=[O:12])[N:5]3[CH:10]=[CH:9][CH:8]=[CH:7][C:6]=23)=[CH:19][CH:18]=1.